From a dataset of Forward reaction prediction with 1.9M reactions from USPTO patents (1976-2016). Predict the product of the given reaction. (1) Given the reactants [CH3:1][CH:2]([CH3:21])[CH2:3][S:4]([CH2:7][CH:8]([CH2:12][C:13]([N:15]1[CH2:20][CH2:19][O:18][CH2:17][CH2:16]1)=[O:14])[C:9]([OH:11])=O)(=[O:6])=[O:5].[NH2:22][CH:23]([CH2:37][CH3:38])[C@@H:24]([C:26]1[O:30][N:29]=[C:28]([C:31]2[CH:36]=[CH:35][CH:34]=[CH:33][CH:32]=2)[N:27]=1)[OH:25], predict the reaction product. The product is: [CH3:21][CH:2]([CH3:1])[CH2:3][S:4]([CH2:7][C@H:8]([CH2:12][C:13]([N:15]1[CH2:20][CH2:19][O:18][CH2:17][CH2:16]1)=[O:14])[C:9]([NH:22][C@H:23]([C:24]([C:26]1[O:30][N:29]=[C:28]([C:31]2[CH:36]=[CH:35][CH:34]=[CH:33][CH:32]=2)[N:27]=1)=[O:25])[CH2:37][CH3:38])=[O:11])(=[O:5])=[O:6]. (2) Given the reactants O.[OH-].[Li+].[C:4]1(/[C:10](=[N:17]/[O:18][CH2:19][C:20]2[CH:25]=[CH:24][C:23]([O:26][CH2:27][C:28]3[N:29]=[C:30]([C:33]4[CH:38]=[CH:37][CH:36]=[CH:35][CH:34]=4)[O:31][CH:32]=3)=[CH:22][CH:21]=2)/[CH2:11][CH2:12][C:13]([O:15]C)=[O:14])[CH:9]=[CH:8][CH:7]=[CH:6][CH:5]=1.O.Cl, predict the reaction product. The product is: [C:4]1(/[C:10](=[N:17]/[O:18][CH2:19][C:20]2[CH:25]=[CH:24][C:23]([O:26][CH2:27][C:28]3[N:29]=[C:30]([C:33]4[CH:34]=[CH:35][CH:36]=[CH:37][CH:38]=4)[O:31][CH:32]=3)=[CH:22][CH:21]=2)/[CH2:11][CH2:12][C:13]([OH:15])=[O:14])[CH:9]=[CH:8][CH:7]=[CH:6][CH:5]=1. (3) Given the reactants Cl[C:2](=[O:8])[C:3]([O:5][CH2:6][CH3:7])=[O:4].[Cl-].[Al+3].[Cl-].[Cl-].[Br:13][C:14]1[CH:18]=[C:17]([CH3:19])[S:16][C:15]=1[CH3:20].O, predict the reaction product. The product is: [Br:13][C:14]1[C:18]([C:2](=[O:8])[C:3]([O:5][CH2:6][CH3:7])=[O:4])=[C:17]([CH3:19])[S:16][C:15]=1[CH3:20]. (4) The product is: [C:1]([O:5][C:6]([N:8]1[C:16]2[C:11](=[CH:12][C:13]([N:28]3[CH2:29][CH2:30][N:25]([C:23]([O:22][C:18]([CH3:20])([CH3:21])[CH3:19])=[O:24])[CH2:26][CH:27]3[CH2:31][C:32]3[CH:33]=[CH:34][CH:35]=[CH:36][CH:37]=3)=[CH:14][CH:15]=2)[CH2:10][CH2:9]1)=[O:7])([CH3:4])([CH3:3])[CH3:2]. Given the reactants [C:1]([O:5][C:6]([N:8]1[C:16]2[C:11](=[CH:12][C:13](Br)=[CH:14][CH:15]=2)[CH2:10][CH2:9]1)=[O:7])([CH3:4])([CH3:3])[CH3:2].[C:18]([O:22][C:23]([N:25]1[CH2:30][CH2:29][NH:28][CH:27]([CH2:31][C:32]2[CH:37]=[CH:36][CH:35]=[CH:34][CH:33]=2)[CH2:26]1)=[O:24])([CH3:21])([CH3:20])[CH3:19], predict the reaction product. (5) Given the reactants [NH2:1][C:2]1[CH:11]=[CH:10][C:5]([C:6]([O:8][CH3:9])=[O:7])=[CH:4][CH:3]=1.[O:12]([CH2:19][C:20]1[CH:25]=[CH:24][C:23](C2NC3=NC=CC=C3N=2)=[CH:22][CH:21]=1)C1C=CC=CC=1.CCN(C(C)C)C(C)C.C(Cl)(=O)C1C=CC=CC=1, predict the reaction product. The product is: [C:19]([NH:1][C:2]1[CH:3]=[CH:4][C:5]([C:6]([O:8][CH3:9])=[O:7])=[CH:10][CH:11]=1)(=[O:12])[C:20]1[CH:25]=[CH:24][CH:23]=[CH:22][CH:21]=1. (6) Given the reactants [CH3:1][N:2]([CH3:26])[CH2:3][CH2:4][N:5]([CH3:25])[C:6]1[S:7][C:8]2[CH:14]=[C:13]([NH:15][C:16](=[O:24])[C:17]3[CH:22]=[CH:21][C:20](I)=[CH:19][CH:18]=3)[CH:12]=[CH:11][C:9]=2[N:10]=1.[CH3:27][O:28][C:29]1[CH:34]=[CH:33][CH:32]=[CH:31][C:30]=1B(O)O, predict the reaction product. The product is: [CH3:1][N:2]([CH3:26])[CH2:3][CH2:4][N:5]([CH3:25])[C:6]1[S:7][C:8]2[CH:14]=[C:13]([NH:15][C:16]([C:17]3[CH:22]=[CH:21][C:20]([C:30]4[CH:31]=[CH:32][CH:33]=[CH:34][C:29]=4[O:28][CH3:27])=[CH:19][CH:18]=3)=[O:24])[CH:12]=[CH:11][C:9]=2[N:10]=1. (7) Given the reactants [CH:1]1([C:7]2[C:8]3[CH:9]=[CH:10][C:11]([C:27]([O:29][CH3:30])=[O:28])=[CH:12][C:13]=3[N:14]3[C:21]=2[C:20]2[CH:22]=[CH:23][CH:24]=[CH:25][C:19]=2[O:18][CH2:17][C:16](=O)[CH2:15]3)[CH2:6][CH2:5][CH2:4][CH2:3][CH2:2]1.[CH3:31][N:32]([CH3:36])[CH2:33][CH2:34][NH2:35].C(O)(=O)C.C(O[BH-](OC(=O)C)OC(=O)C)(=O)C.[Na+].[OH-].[Na+], predict the reaction product. The product is: [CH:1]1([C:7]2[C:8]3[CH:9]=[CH:10][C:11]([C:27]([O:29][CH3:30])=[O:28])=[CH:12][C:13]=3[N:14]3[C:21]=2[C:20]2[CH:22]=[CH:23][CH:24]=[CH:25][C:19]=2[O:18][CH2:17][CH:16]([NH:35][CH2:34][CH2:33][N:32]([CH3:36])[CH3:31])[CH2:15]3)[CH2:6][CH2:5][CH2:4][CH2:3][CH2:2]1. (8) Given the reactants [C:1]([O:5][C@@H:6]([C:12]1[C:13]([CH3:33])=[N:14][C:15]2[N:16]([N:27]=[C:28]([C:30]([OH:32])=O)[CH:29]=2)[C:17]=1[N:18]1[CH2:23][CH2:22][C:21]([CH3:26])([CH:24]=[CH2:25])[CH2:20][CH2:19]1)[C:7]([O:9][CH2:10][CH3:11])=[O:8])([CH3:4])([CH3:3])[CH3:2].C(Cl)(=O)C(Cl)=O.[NH2:40][CH2:41][C:42](=[O:52])[CH2:43][C:44]1[CH:49]=[CH:48][C:47]([F:50])=[CH:46][C:45]=1[Br:51].Cl.CCN(C(C)C)C(C)C, predict the reaction product. The product is: [Br:51][C:45]1[CH:46]=[C:47]([F:50])[CH:48]=[CH:49][C:44]=1[CH2:43][C:42](=[O:52])[CH2:41][NH:40][C:30]([C:28]1[CH:29]=[C:15]2[N:14]=[C:13]([CH3:33])[C:12]([C@H:6]([O:5][C:1]([CH3:2])([CH3:3])[CH3:4])[C:7]([O:9][CH2:10][CH3:11])=[O:8])=[C:17]([N:18]3[CH2:23][CH2:22][C:21]([CH3:26])([CH:24]=[CH2:25])[CH2:20][CH2:19]3)[N:16]2[N:27]=1)=[O:32]. (9) Given the reactants [F:1][C:2]1[CH:22]=[CH:21][C:5]([CH2:6][CH:7]2[CH2:16][C:15]3[C:10](=[CH:11][CH:12]=[CH:13][CH:14]=3)[CH2:9][N:8]2[CH2:17][CH2:18][CH2:19][NH2:20])=[CH:4][CH:3]=1.[Cl:23][C:24]1[CH:25]=[C:26]([N:30]=[C:31]=[O:32])[CH:27]=[CH:28][CH:29]=1, predict the reaction product. The product is: [Cl:23][C:24]1[CH:25]=[C:26]([NH:30][C:31]([NH:20][CH2:19][CH2:18][CH2:17][N:8]2[CH:7]([CH2:6][C:5]3[CH:21]=[CH:22][C:2]([F:1])=[CH:3][CH:4]=3)[CH2:16][C:15]3[C:10](=[CH:11][CH:12]=[CH:13][CH:14]=3)[CH2:9]2)=[O:32])[CH:27]=[CH:28][CH:29]=1. (10) The product is: [CH2:1]([O:8][CH:9]1[CH:14]=[CH:13][CH:12]=[CH:11][C:10]1([O:16][CH3:17])[B:23]([OH:29])[OH:24])[C:2]1[CH:7]=[CH:6][CH:5]=[CH:4][CH:3]=1. Given the reactants [CH2:1]([O:8][C:9]1[CH:14]=[C:13](Br)[CH:12]=[CH:11][C:10]=1[O:16][CH3:17])[C:2]1[CH:7]=[CH:6][CH:5]=[CH:4][CH:3]=1.C([Li])CCC.[B:23](OOC(C)C)([O:29]OC(C)C)[O:24]OC(C)C.[Cl-].[NH4+], predict the reaction product.